Predict which catalyst facilitates the given reaction. From a dataset of Catalyst prediction with 721,799 reactions and 888 catalyst types from USPTO. (1) Reactant: Cl.[C:2]([C:4]1[CH:5]=[C:6]([C:11]2[CH2:15][C:14]([CH2:20][NH2:21])([C:16]([O:18][CH3:19])=[O:17])[O:13][N:12]=2)[CH:7]=[CH:8][C:9]=1[F:10])#[N:3].C(N(CC)CC)C.[CH3:29][S:30](Cl)(=[O:32])=[O:31]. Product: [C:2]([C:4]1[CH:5]=[C:6]([C:11]2[CH2:15][C:14]([CH2:20][NH:21][S:30]([CH3:29])(=[O:32])=[O:31])([C:16]([O:18][CH3:19])=[O:17])[O:13][N:12]=2)[CH:7]=[CH:8][C:9]=1[F:10])#[N:3]. The catalyst class is: 2. (2) Reactant: [C:1]([CH2:4][C:5]([O:7][C@H:8]([C:19]1[CH:24]=[CH:23][C:22]([O:25][CH:26]([F:28])[F:27])=[C:21]([O:29][CH2:30][CH:31]2[CH2:33][CH2:32]2)[CH:20]=1)[CH2:9][C:10]1[C:15]([Cl:16])=[CH:14][N+:13]([O-:17])=[CH:12][C:11]=1[Cl:18])=[O:6])([OH:3])=[O:2].[CH:34]1([CH2:37][O:38][C:39]2[CH:44]=[C:43]([CH2:45]O)[CH:42]=[CH:41][C:40]=2[N:47]([S:55]([CH3:58])(=[O:57])=[O:56])[C:48](=[O:54])[O:49][C:50]([CH3:53])([CH3:52])[CH3:51])[CH2:36][CH2:35]1. Product: [C:50]([O:49][C:48]([N:47]([C:40]1[CH:41]=[CH:42][C:43]([CH2:45][O:2][C:1](=[O:3])[CH2:4][C:5]([O:7][C@H:8]([C:19]2[CH:24]=[CH:23][C:22]([O:25][CH:26]([F:28])[F:27])=[C:21]([O:29][CH2:30][CH:31]3[CH2:32][CH2:33]3)[CH:20]=2)[CH2:9][C:10]2[C:15]([Cl:16])=[CH:14][N+:13]([O-:17])=[CH:12][C:11]=2[Cl:18])=[O:6])=[CH:44][C:39]=1[O:38][CH2:37][CH:34]1[CH2:35][CH2:36]1)[S:55]([CH3:58])(=[O:56])=[O:57])=[O:54])([CH3:53])([CH3:51])[CH3:52]. The catalyst class is: 241. (3) Reactant: [Cl:1][C:2]1[N:11]=[C:10]([NH:12][CH2:13][CH:14]2[CH2:19][CH:18](O)[CH2:17][N:16]([C:21]([O:23][C:24]([CH3:27])([CH3:26])[CH3:25])=[O:22])[CH2:15]2)[C:9]2[C:4](=[N:5][CH:6]=[CH:7][N:8]=2)[CH:3]=1.CCN(S(F)(F)[F:34])CC. The catalyst class is: 96. Product: [Cl:1][C:2]1[N:11]=[C:10]([NH:12][CH2:13][CH:14]2[CH2:19][CH:18]([F:34])[CH2:17][N:16]([C:21]([O:23][C:24]([CH3:27])([CH3:26])[CH3:25])=[O:22])[CH2:15]2)[C:9]2[C:4](=[N:5][CH:6]=[CH:7][N:8]=2)[CH:3]=1.